From a dataset of Full USPTO retrosynthesis dataset with 1.9M reactions from patents (1976-2016). Predict the reactants needed to synthesize the given product. (1) Given the product [CH:17]1([CH2:14][C:3]2([N:2]([CH3:1])[CH3:16])[CH2:4][CH2:5][C:6]3([C:10](=[O:11])[NH:9][CH2:8][CH2:7]3)[CH2:12][CH2:13]2)[CH2:21][CH2:20][CH2:19][CH2:18]1, predict the reactants needed to synthesize it. The reactants are: [CH3:1][N:2]([CH3:16])[C:3]1([C:14]#N)[CH2:13][CH2:12][C:6]2([C:10](=[O:11])[NH:9][CH2:8][CH2:7]2)[CH2:5][CH2:4]1.[CH:17]1(C[Mg]I)[CH2:21][CH2:20][CH2:19][CH2:18]1.[Cl-].[NH4+]. (2) Given the product [CH2:3]([CH:7]([CH2:11][C:12]1[CH:17]=[CH:16][C:15]([O:18][CH2:19][CH2:20][NH:21][C:22]([C:24]2[CH:25]=[CH:26][C:27]([C:30]3[CH:31]=[CH:32][C:33]([CH2:36][OH:37])=[CH:34][CH:35]=3)=[CH:28][CH:29]=2)=[O:23])=[CH:14][CH:13]=1)[C:8]([OH:10])=[O:9])[CH2:4][CH2:5][CH3:6], predict the reactants needed to synthesize it. The reactants are: [BH4-].[Na+].[CH2:3]([CH:7]([CH2:11][C:12]1[CH:17]=[CH:16][C:15]([O:18][CH2:19][CH2:20][NH:21][C:22]([C:24]2[CH:29]=[CH:28][C:27]([C:30]3[CH:35]=[CH:34][C:33]([CH:36]=[O:37])=[CH:32][CH:31]=3)=[CH:26][CH:25]=2)=[O:23])=[CH:14][CH:13]=1)[C:8]([OH:10])=[O:9])[CH2:4][CH2:5][CH3:6].C(O)(=O)C.